Dataset: Full USPTO retrosynthesis dataset with 1.9M reactions from patents (1976-2016). Task: Predict the reactants needed to synthesize the given product. Given the product [Br:1][C:2]1[CH:11]=[CH:10][C:5]2[N:6]([C:12]([O:14][C:15]([CH3:18])([CH3:17])[CH3:16])=[O:13])[C:7]([CH3:9])=[N:8][C:4]=2[CH:3]=1, predict the reactants needed to synthesize it. The reactants are: [Br:1][C:2]1[CH:11]=[CH:10][C:5]2[N:6]=[C:7]([CH3:9])[NH:8][C:4]=2[CH:3]=1.[C:12](O[C:12]([O:14][C:15]([CH3:18])([CH3:17])[CH3:16])=[O:13])([O:14][C:15]([CH3:18])([CH3:17])[CH3:16])=[O:13].CCN(CC)CC.